The task is: Regression. Given a peptide amino acid sequence and an MHC pseudo amino acid sequence, predict their binding affinity value. This is MHC class I binding data.. This data is from Peptide-MHC class I binding affinity with 185,985 pairs from IEDB/IMGT. (1) The MHC is HLA-C06:02 with pseudo-sequence HLA-C06:02. The binding affinity (normalized) is 0. The peptide sequence is AFDLSHFLK. (2) The peptide sequence is YVQMALMKL. The MHC is HLA-A01:01 with pseudo-sequence HLA-A01:01. The binding affinity (normalized) is 0.141. (3) The peptide sequence is LMAEALKEA. The MHC is Mamu-A11 with pseudo-sequence Mamu-A11. The binding affinity (normalized) is 0. (4) The peptide sequence is ITSKSRQVL. The MHC is HLA-B15:17 with pseudo-sequence HLA-B15:17. The binding affinity (normalized) is 0.857. (5) The peptide sequence is EVVGSYIRY. The MHC is HLA-A02:03 with pseudo-sequence HLA-A02:03. The binding affinity (normalized) is 0.0847. (6) The peptide sequence is HHSDDALFI. The MHC is HLA-B18:01 with pseudo-sequence HLA-B18:01. The binding affinity (normalized) is 0.0847. (7) The peptide sequence is FLSHNFTLV. The MHC is HLA-A24:02 with pseudo-sequence HLA-A24:02. The binding affinity (normalized) is 0. (8) The peptide sequence is RAFWGQVQK. The MHC is HLA-B46:01 with pseudo-sequence HLA-B46:01. The binding affinity (normalized) is 0.0847.